Dataset: Catalyst prediction with 721,799 reactions and 888 catalyst types from USPTO. Task: Predict which catalyst facilitates the given reaction. Reactant: [CH3:1][N:2]1[C:6]2[C:7]([C:24]([OH:26])=O)=[CH:8][C:9]([C:11]3[CH:16]=[CH:15][C:14]([C:17]4[CH:22]=[CH:21][CH:20]=[CH:19][C:18]=4[CH3:23])=[CH:13][CH:12]=3)=[CH:10][C:5]=2[N:4]=[N:3]1.CC[N:29]=C=NCCCN(C)C.Cl.Cl.C1C=CC2N(O)N=NC=2C=1.C(N(C(C)C)C(C)C)C.[Cl-].[NH4+]. Product: [CH3:1][N:2]1[C:6]2[C:7]([C:24]([NH2:29])=[O:26])=[CH:8][C:9]([C:11]3[CH:16]=[CH:15][C:14]([C:17]4[CH:22]=[CH:21][CH:20]=[CH:19][C:18]=4[CH3:23])=[CH:13][CH:12]=3)=[CH:10][C:5]=2[N:4]=[N:3]1. The catalyst class is: 3.